Dataset: Peptide-MHC class I binding affinity with 185,985 pairs from IEDB/IMGT. Task: Regression. Given a peptide amino acid sequence and an MHC pseudo amino acid sequence, predict their binding affinity value. This is MHC class I binding data. (1) The peptide sequence is DETKKQVNLM. The MHC is HLA-B40:01 with pseudo-sequence HLA-B40:01. The binding affinity (normalized) is 0.114. (2) The MHC is Mamu-B01 with pseudo-sequence Mamu-B01. The peptide sequence is VEITPIGL. The binding affinity (normalized) is 0. (3) The peptide sequence is LWVTDNNRSF. The MHC is HLA-A68:02 with pseudo-sequence HLA-A68:02. The binding affinity (normalized) is 0. (4) The peptide sequence is YRRKLTNPA. The MHC is HLA-A01:01 with pseudo-sequence HLA-A01:01. The binding affinity (normalized) is 0.0847. (5) The peptide sequence is GNYPVQQIGG. The MHC is Mamu-B8301 with pseudo-sequence Mamu-B8301. The binding affinity (normalized) is 0.368.